This data is from Forward reaction prediction with 1.9M reactions from USPTO patents (1976-2016). The task is: Predict the product of the given reaction. (1) Given the reactants Cl[C:2]1[N:9]=[C:8]([C:10]([F:13])([F:12])[F:11])[CH:7]=[CH:6][C:3]=1[C:4]#[N:5].[CH3:14][O-:15].[Na+], predict the reaction product. The product is: [CH3:14][O:15][C:2]1[C:3]([C:4]#[N:5])=[CH:6][CH:7]=[C:8]([C:10]([F:13])([F:12])[F:11])[N:9]=1. (2) The product is: [Cl:1][C:2]1[CH:3]=[CH:4][C:5]([O:6][C:7]2[CH:8]=[CH:9][C:10]([OH:11])=[C:15]([CH2:25][CH:20]=[CH2:21])[CH:16]=2)=[CH:17][CH:18]=1. Given the reactants [Cl:1][C:2]1[CH:18]=[CH:17][C:5]([O:6][C:7]2[CH:16]=[CH:15][C:10]([O:11]CC=C)=[CH:9][CH:8]=2)=[CH:4][CH:3]=1.Cl[C:20]1[CH:25]=C(Cl)C=C(Cl)[CH:21]=1, predict the reaction product. (3) Given the reactants [C:1]([C:4]1[NH:8][C:7]2[C:9]([Cl:13])=[C:10]([Cl:12])[S:11][C:6]=2[CH:5]=1)([OH:3])=O.C(Cl)(=O)C(Cl)=O.C(=O)([O-])[O-].[Ca+2].[CH3:25][O:26][C:27]1[CH:28]=[C:29]([CH:33]=[CH:34][CH:35]=1)[CH2:30][CH2:31][NH2:32], predict the reaction product. The product is: [Cl:12][C:10]1[S:11][C:6]2[CH:5]=[C:4]([C:1](=[O:3])[NH:32][CH2:31][CH2:30][C:29]3[CH:33]=[CH:34][CH:35]=[C:27]([O:26][CH3:25])[CH:28]=3)[NH:8][C:7]=2[C:9]=1[Cl:13]. (4) Given the reactants [CH3:1][C:2]1[CH:11]=[CH:10][C:9]2[C:4](=[CH:5][CH:6]=[C:7]3[O:15][CH2:14][C@H:13]([CH2:16]OS(C4C=CC(Br)=CC=4)(=O)=O)[O:12][C:8]3=2)[N:3]=1.[F:28][C:29]1[CH:30]=[C:31]2[C:35](=[CH:36][CH:37]=1)[NH:34][CH:33]=[C:32]2[CH2:38][CH:39]1[CH2:44][CH2:43][CH2:42][NH:41][CH2:40]1.C(N(CC)CC)C, predict the reaction product. The product is: [F:28][C:29]1[CH:30]=[C:31]2[C:35](=[CH:36][CH:37]=1)[NH:34][CH:33]=[C:32]2[CH2:38][CH:39]1[CH2:44][CH2:43][CH2:42][N:41]([CH2:16][CH:13]2[O:12][C:8]3=[C:9]4[C:4](=[CH:5][CH:6]=[C:7]3[O:15][CH2:14]2)[N:3]=[C:2]([CH3:1])[CH:11]=[CH:10]4)[CH2:40]1.